This data is from Forward reaction prediction with 1.9M reactions from USPTO patents (1976-2016). The task is: Predict the product of the given reaction. Given the reactants C(OC([N:8]1[CH2:12][CH:11]([CH2:13][C:14]2[CH:19]=[C:18]([F:20])[CH:17]=[C:16]([F:21])[CH:15]=2)[CH:10]([CH2:22][N:23]([CH:37]2[CH2:39][CH2:38]2)[C:24]([CH:26]2[C:35]3[C:30](=[CH:31][CH:32]=[CH:33][CH:34]=3)[NH:29][C:28](=[O:36])[CH2:27]2)=[O:25])[CH2:9]1)=O)(C)(C)C.Cl.CC#N.O.CC#N, predict the reaction product. The product is: [CH:37]1([N:23]([CH2:22][CH:10]2[CH:11]([CH2:13][C:14]3[CH:19]=[C:18]([F:20])[CH:17]=[C:16]([F:21])[CH:15]=3)[CH2:12][NH:8][CH2:9]2)[C:24]([CH:26]2[C:35]3[C:30](=[CH:31][CH:32]=[CH:33][CH:34]=3)[NH:29][C:28](=[O:36])[CH2:27]2)=[O:25])[CH2:39][CH2:38]1.